This data is from Peptide-MHC class I binding affinity with 185,985 pairs from IEDB/IMGT. The task is: Regression. Given a peptide amino acid sequence and an MHC pseudo amino acid sequence, predict their binding affinity value. This is MHC class I binding data. (1) The peptide sequence is LPIRYQTTAT. The MHC is HLA-B35:01 with pseudo-sequence HLA-B35:01. The binding affinity (normalized) is 0.439. (2) The peptide sequence is LPHSSSHWL. The MHC is HLA-B07:02 with pseudo-sequence HLA-B07:02. The binding affinity (normalized) is 0.737. (3) The peptide sequence is LMQWWSDYV. The binding affinity (normalized) is 0.0847. The MHC is HLA-B08:01 with pseudo-sequence HLA-B08:01. (4) The peptide sequence is IANSNIIKNK. The MHC is HLA-A03:01 with pseudo-sequence HLA-A03:01. The binding affinity (normalized) is 0.644. (5) The MHC is HLA-A24:02 with pseudo-sequence HLA-A24:02. The binding affinity (normalized) is 0.494. The peptide sequence is SFERFEIF. (6) The peptide sequence is FMPEWANFKFR. The MHC is H-2-Kb with pseudo-sequence H-2-Kb. The binding affinity (normalized) is 0.422. (7) The peptide sequence is QASQEVKNW. The MHC is HLA-B46:01 with pseudo-sequence HLA-B46:01. The binding affinity (normalized) is 0.0116. (8) The peptide sequence is ISFKSINKVY. The MHC is HLA-A11:01 with pseudo-sequence HLA-A11:01. The binding affinity (normalized) is 0.131.